Task: Predict the reactants needed to synthesize the given product.. Dataset: Full USPTO retrosynthesis dataset with 1.9M reactions from patents (1976-2016) (1) Given the product [Cl:16][C:17]1[CH:18]=[N:19][C:20]([CH:23]2[CH2:27][CH2:26][N:25]([C:2]([O:4][CH:5]3[CH:12]4[CH2:13][C:8]5([OH:15])[CH2:9][CH:10]([CH2:14][CH:6]3[CH2:7]5)[CH2:11]4)=[O:3])[CH2:24]2)=[N:21][CH:22]=1, predict the reactants needed to synthesize it. The reactants are: Cl[C:2]([O:4][CH:5]1[CH:12]2[CH2:13][C:8]3([OH:15])[CH2:9][CH:10]([CH2:14][CH:6]1[CH2:7]3)[CH2:11]2)=[O:3].[Cl:16][C:17]1[CH:18]=[N:19][C:20]([CH:23]2[CH2:27][CH2:26][NH:25][CH2:24]2)=[N:21][CH:22]=1. (2) Given the product [CH:7]1([C:13]2[N:17]([CH3:18])[N:16]=[C:15]([C:19]3[CH:26]=[CH:25][C:22]([CH2:23][NH2:24])=[CH:21][CH:20]=3)[N:14]=2)[CH2:8][CH2:9][CH2:10][CH2:11][CH2:12]1, predict the reactants needed to synthesize it. The reactants are: [H-].[Al+3].[Li+].[H-].[H-].[H-].[CH:7]1([C:13]2[N:17]([CH3:18])[N:16]=[C:15]([C:19]3[CH:26]=[CH:25][C:22]([C:23]#[N:24])=[CH:21][CH:20]=3)[N:14]=2)[CH2:12][CH2:11][CH2:10][CH2:9][CH2:8]1.O.[OH-].[Na+]. (3) Given the product [CH3:27][N:26]1[CH:24]2[CH2:23][CH2:22][CH:21]1[CH2:20][CH:19]([N:9]1[C:8]3[CH:7]=[CH:6][C:5]([C:3]([OH:4])=[O:2])=[CH:18][C:17]=3[O:16][C:15]3[C:10]1=[CH:11][CH:12]=[CH:13][CH:14]=3)[CH2:25]2, predict the reactants needed to synthesize it. The reactants are: C[O:2][C:3]([C:5]1[CH:6]=[CH:7][C:8]2[N:9]([CH:19]3[CH2:25][CH:24]4[N:26]([CH3:27])[CH:21]([CH2:22][CH2:23]4)[CH2:20]3)[C:10]3[C:15]([O:16][C:17]=2[CH:18]=1)=[CH:14][CH:13]=[CH:12][CH:11]=3)=[O:4].[OH-].[Na+]. (4) The reactants are: [OH:1][C:2]1[CH:7]=[CH:6][C:5]([CH2:8][C:9]([O:11][CH3:12])=[O:10])=[CH:4][CH:3]=1.Cl[CH2:14][C:15]1[CH:16]=[N:17][CH:18]=[N:19][CH:20]=1. Given the product [N:17]1[CH:16]=[C:15]([CH2:14][O:1][C:2]2[CH:3]=[CH:4][C:5]([CH2:8][C:9]([O:11][CH3:12])=[O:10])=[CH:6][CH:7]=2)[CH:20]=[N:19][CH:18]=1, predict the reactants needed to synthesize it. (5) Given the product [Cl:1][C:2]1[CH:7]=[N:6][C:5]([O:8][C:9]2[CH:10]=[CH:11][C:12]([F:15])=[CH:13][CH:14]=2)=[C:4]([CH:3]=1)[C:16]([NH:18][C@H:19]([C:21]1[CH:22]=[CH:23][C:24]([C:25]([NH:40][S:37]([C:33]2[CH:34]=[CH:35][CH:36]=[C:31]([CH3:30])[CH:32]=2)(=[O:38])=[O:39])=[O:27])=[CH:28][CH:29]=1)[CH3:20])=[O:17], predict the reactants needed to synthesize it. The reactants are: [Cl:1][C:2]1[CH:3]=[C:4]([C:16]([NH:18][C@H:19]([C:21]2[CH:29]=[CH:28][C:24]([C:25]([OH:27])=O)=[CH:23][CH:22]=2)[CH3:20])=[O:17])[C:5]([O:8][C:9]2[CH:14]=[CH:13][C:12]([F:15])=[CH:11][CH:10]=2)=[N:6][CH:7]=1.[CH3:30][C:31]1[CH:32]=[C:33]([S:37]([NH2:40])(=[O:39])=[O:38])[CH:34]=[CH:35][CH:36]=1. (6) Given the product [CH3:15][CH:9]1[CH2:8][CH2:7][CH2:6][CH:5]([C:10]([O:12][CH2:13][CH3:14])=[O:11])[C:4]1=[O:3], predict the reactants needed to synthesize it. The reactants are: [H-].[Na+].[O:3]=[C:4]1[CH2:9][CH2:8][CH2:7][CH2:6][CH:5]1[C:10]([O:12][CH2:13][CH3:14])=[O:11].[CH2:15]([Li])CCC.IC. (7) Given the product [Cl:1][C:2]1[CH:7]=[CH:6][CH:5]=[CH:4][C:3]=1[N:8]([CH3:28])[C:9]([C:11]1[S:27][C:14]2[C:15]3[CH:23]=[CH:22][C:21]([CH2:24][N:25]4[CH2:34][CH2:35][O:36][CH2:37][CH2:26]4)=[CH:20][C:16]=3[O:17][CH2:18][CH2:19][C:13]=2[CH:12]=1)=[O:10], predict the reactants needed to synthesize it. The reactants are: [Cl:1][C:2]1[CH:7]=[CH:6][CH:5]=[CH:4][C:3]=1[N:8]([CH3:28])[C:9]([C:11]1[S:27][C:14]2[C:15]3[CH:23]=[CH:22][C:21]([CH2:24][NH:25][CH3:26])=[CH:20][C:16]=3[O:17][CH2:18][CH2:19][C:13]=2[CH:12]=1)=[O:10].BrCC1C=C[C:34]2C3SC(C(N(C4C=CC=CC=4Cl)C)=O)=CC=3C[CH2:37][O:36][C:35]=2C=1.N1CCOCC1. (8) Given the product [CH:28]1([C:31]2[C:32]([O:41][CH2:42][C:43]34[C:49]([F:51])([F:50])[CH:48]3[CH2:47][CH2:46][CH2:45][CH2:44]4)=[CH:33][C:34]([F:40])=[C:35]([CH:39]=2)[C:36]([NH:63][S:60]([CH:57]2[CH2:59][CH2:58]2)(=[O:62])=[O:61])=[O:38])[CH2:30][CH2:29]1, predict the reactants needed to synthesize it. The reactants are: C(C1(COC2C(C3CC3)=CC(C(O)=O)=C(F)C=2)C2CC3CC(CC1C3)C2)#N.[CH:28]1([C:31]2[C:32]([O:41][CH2:42][C:43]34[C:49]([F:51])([F:50])[CH:48]3[CH2:47][CH2:46][CH2:45][CH2:44]4)=[CH:33][C:34]([F:40])=[C:35]([CH:39]=2)[C:36]([OH:38])=O)[CH2:30][CH2:29]1.CS(N)(=O)=O.[CH:57]1([S:60]([NH2:63])(=[O:62])=[O:61])[CH2:59][CH2:58]1. (9) Given the product [NH2:8][C:9]1[N:14]=[C:13]([CH3:15])[N:12]=[C:11]([C:16]2[N:20]3[CH:21]=[CH:22][CH:23]=[CH:24][C:19]3=[N:18][C:17]=2[NH:25][C:26]2[CH:27]=[N:28][C:29]([O:33][CH3:34])=[C:30]([F:32])[CH:31]=2)[N:10]=1, predict the reactants needed to synthesize it. The reactants are: COC1C=CC(C[N:8](CC2C=CC(OC)=CC=2)[C:9]2[N:14]=[C:13]([CH3:15])[N:12]=[C:11]([C:16]3[N:20]4[CH:21]=[CH:22][CH:23]=[CH:24][C:19]4=[N:18][C:17]=3[NH:25][C:26]3[CH:27]=[N:28][C:29]([O:33][CH3:34])=[C:30]([F:32])[CH:31]=3)[N:10]=2)=CC=1.FC(F)(F)S(O)(=O)=O.FC(F)(F)C(O)=O.